This data is from Forward reaction prediction with 1.9M reactions from USPTO patents (1976-2016). The task is: Predict the product of the given reaction. (1) Given the reactants [CH3:1][O:2][C:3]1[N:8]=[C:7]([NH2:9])[CH:6]=[CH:5][CH:4]=1.[F:10][C:11]1[C:18]([O:19][CH2:20][F:21])=[CH:17][CH:16]=[C:15]([F:22])[C:12]=1[CH:13]=O.[N+:23]([C:25]1[CH:34]=[CH:33][C:28]2[O:29][CH2:30][CH2:31][O:32][C:27]=2[CH:26]=1)#[C-:24], predict the reaction product. The product is: [F:10][C:11]1[C:18]([O:19][CH2:20][F:21])=[CH:17][CH:16]=[C:15]([F:22])[C:12]=1[C:13]1[N:9]=[C:7]2[CH:6]=[CH:5][CH:4]=[C:3]([O:2][CH3:1])[N:8]2[C:24]=1[NH:23][C:25]1[CH:34]=[CH:33][C:28]2[O:29][CH2:30][CH2:31][O:32][C:27]=2[CH:26]=1. (2) Given the reactants S(C)C.[N:4]([CH2:7][C:8]([C:10]1[CH:15]=[CH:14][CH:13]=[CH:12][N:11]=1)=[O:9])=[N+:5]=[N-:6], predict the reaction product. The product is: [N:4]([CH2:7][C@@H:8]([C:10]1[CH:15]=[CH:14][CH:13]=[CH:12][N:11]=1)[OH:9])=[N+:5]=[N-:6]. (3) Given the reactants C(N[C@H](C(O)=O)CC(C)C)(=O)C.[NH2:13][CH:14]([C:20]1[CH:25]=[CH:24][C:23]([O:26][CH3:27])=[C:22]([O:28][CH3:29])[CH:21]=1)[CH2:15][C:16]([O:18][CH3:19])=[O:17].C(Cl)Cl.[OH-].[Na+], predict the reaction product. The product is: [NH2:13][CH:14]([C:20]1[CH:25]=[CH:24][C:23]([O:26][CH3:27])=[C:22]([O:28][CH3:29])[CH:21]=1)[CH2:15][C:16]([O:18][CH3:19])=[O:17]. (4) The product is: [C:53]([O:57][C:58](=[O:70])[NH:59][CH2:60][CH:61]([C:62]1[CH:67]=[CH:66][CH:65]=[C:64]([Cl:68])[CH:63]=1)[NH:69][C:22](=[O:23])[C:21]1[CH:25]=[CH:26][C:27]([CH3:28])=[C:19]([NH:18][C:16]([C:7]2[C:8](=[O:15])[NH:9][C:10]3[C:5]([CH:6]=2)=[CH:4][C:3]([O:2][CH3:1])=[C:12]([O:13][CH3:14])[CH:11]=3)=[O:17])[CH:20]=1)([CH3:56])([CH3:54])[CH3:55]. Given the reactants [CH3:1][O:2][C:3]1[CH:4]=[C:5]2[C:10](=[CH:11][C:12]=1[O:13][CH3:14])[NH:9][C:8](=[O:15])[C:7]([C:16]([NH:18][C:19]1[CH:20]=[C:21]([CH:25]=[CH:26][C:27]=1[CH3:28])[C:22](O)=[O:23])=[O:17])=[CH:6]2.CN(C(ON1N=NC2C=CC=NC1=2)=[N+](C)C)C.F[P-](F)(F)(F)(F)F.[C:53]([O:57][C:58](=[O:70])[NH:59][CH2:60][CH:61]([NH2:69])[C:62]1[CH:67]=[CH:66][CH:65]=[C:64]([Cl:68])[CH:63]=1)([CH3:56])([CH3:55])[CH3:54].C(=O)(O)[O-].[Na+], predict the reaction product. (5) Given the reactants BrC1C=CN=C(N)C=1.Br[C:10]1[N:15]=[CH:14][C:13]([NH2:16])=[CH:12][CH:11]=1.C1(B(O)O)C=CC=CC=1.[F:26][C:27]1[CH:32]=[CH:31][CH:30]=[CH:29][C:28]=1B(O)O, predict the reaction product. The product is: [F:26][C:27]1[CH:32]=[CH:31][CH:30]=[CH:29][C:28]=1[C:10]1[N:15]=[CH:14][C:13]([NH2:16])=[CH:12][CH:11]=1. (6) Given the reactants Cl[C:2]1[C:3]2[N:11]=[CH:10][CH:9]=[CH:8][C:4]=2[N:5]=[CH:6][N:7]=1.[Br:12][C:13]1[CH:14]=[C:15]([CH:17]=[CH:18][CH:19]=1)[NH2:16].Cl, predict the reaction product. The product is: [Br:12][C:13]1[CH:14]=[C:15]([NH:16][C:2]2[C:3]3[N:11]=[CH:10][CH:9]=[CH:8][C:4]=3[N:5]=[CH:6][N:7]=2)[CH:17]=[CH:18][CH:19]=1.